Dataset: Peptide-MHC class II binding affinity with 134,281 pairs from IEDB. Task: Regression. Given a peptide amino acid sequence and an MHC pseudo amino acid sequence, predict their binding affinity value. This is MHC class II binding data. (1) The binding affinity (normalized) is 0.546. The MHC is DRB3_0101 with pseudo-sequence DRB3_0101. The peptide sequence is TAGVFAAPTLMSFLR. (2) The MHC is HLA-DQA10501-DQB10201 with pseudo-sequence HLA-DQA10501-DQB10201. The peptide sequence is EKKHFAATQFEPLAA. The binding affinity (normalized) is 0.349.